This data is from HIV replication inhibition screening data with 41,000+ compounds from the AIDS Antiviral Screen. The task is: Binary Classification. Given a drug SMILES string, predict its activity (active/inactive) in a high-throughput screening assay against a specified biological target. (1) The drug is Cc1ccc(Nc2c3c(c(C#N)c4nc5ccccc5n24)CCCC3)cc1. The result is 0 (inactive). (2) The molecule is S=C(Nc1ccccn1)Nc1ccccn1. The result is 0 (inactive). (3) The molecule is O=C1C(=Cc2cccc(Br)c2)CCc2ccccc21. The result is 0 (inactive).